This data is from Full USPTO retrosynthesis dataset with 1.9M reactions from patents (1976-2016). The task is: Predict the reactants needed to synthesize the given product. Given the product [CH3:15][C@@H:16]1[CH2:21][CH2:20][CH2:19][N:18]([C:12]([C:11]2[N:7]([C:1]3[CH:2]=[CH:3][CH:4]=[CH:5][CH:6]=3)[N:8]=[CH:9][CH:10]=2)=[O:14])[C@@H:17]1[CH2:22][NH:23][C:24]1[CH:29]=[CH:28][C:27]([C:30]([F:33])([F:31])[F:32])=[CH:26][N:25]=1, predict the reactants needed to synthesize it. The reactants are: [C:1]1([N:7]2[C:11]([C:12]([OH:14])=O)=[CH:10][CH:9]=[N:8]2)[CH:6]=[CH:5][CH:4]=[CH:3][CH:2]=1.[CH3:15][C@@H:16]1[CH2:21][CH2:20][CH2:19][NH:18][C@@H:17]1[CH2:22][NH:23][C:24]1[CH:29]=[CH:28][C:27]([C:30]([F:33])([F:32])[F:31])=[CH:26][N:25]=1.